From a dataset of Full USPTO retrosynthesis dataset with 1.9M reactions from patents (1976-2016). Predict the reactants needed to synthesize the given product. (1) Given the product [CH:7]([CH:24]1[CH2:23][O:22][C:19](=[O:21])[NH:1]1)([CH3:10])[CH3:8], predict the reactants needed to synthesize it. The reactants are: [N-:1]=[N+]=[N-].C(OC(OC(C)(C)C)=O)(O[C:7]([CH3:10])(C)[CH3:8])=O.[C:19]([O:22][CH2:23][CH3:24])(=[O:21])C. (2) Given the product [C:31]([O:35][C:36]([C:38]1([NH:41][C:16]([C:13]2[N:12]3[C@@:8]([CH2:7][C:6]4[CH:5]=[CH:4][C:3]([C:1]#[N:2])=[CH:30][CH:29]=4)([CH3:28])[C:9](=[O:27])[N:10]([C:19]4[CH:20]=[C:21]([Cl:26])[CH:22]=[C:23]([Cl:25])[CH:24]=4)[C:11]3=[N:15][CH:14]=2)=[O:17])[CH2:39][CH2:40]1)=[O:37])([CH3:34])([CH3:32])[CH3:33], predict the reactants needed to synthesize it. The reactants are: [C:1]([C:3]1[CH:30]=[CH:29][C:6]([CH2:7][C@@:8]2([CH3:28])[N:12]3[C:13]([C:16](O)=[O:17])=[CH:14][N:15]=[C:11]3[N:10]([C:19]3[CH:24]=[C:23]([Cl:25])[CH:22]=[C:21]([Cl:26])[CH:20]=3)[C:9]2=[O:27])=[CH:5][CH:4]=1)#[N:2].[C:31]([O:35][C:36]([C:38]1([NH2:41])[CH2:40][CH2:39]1)=[O:37])([CH3:34])([CH3:33])[CH3:32].CN(C(ON1N=NC2C=CC=NC1=2)=[N+](C)C)C.F[P-](F)(F)(F)(F)F.CCN(CC)CC. (3) Given the product [CH:1]1([CH2:6][CH:7]([N:11]2[C:19]3[C:14](=[CH:15][C:16]([O:20][C:21]([F:24])([F:23])[F:22])=[CH:17][CH:18]=3)[C:13](=[O:25])[C:12]2=[O:26])[C:8]([NH:33][C:28]2[CH:29]=[CH:30][CH:31]=[CH:32][N:27]=2)=[O:10])[CH2:2][CH2:3][CH2:4][CH2:5]1, predict the reactants needed to synthesize it. The reactants are: [CH:1]1([CH2:6][CH:7]([N:11]2[C:19]3[C:14](=[CH:15][C:16]([O:20][C:21]([F:24])([F:23])[F:22])=[CH:17][CH:18]=3)[C:13](=[O:25])[C:12]2=[O:26])[C:8]([OH:10])=O)[CH2:5][CH2:4][CH2:3][CH2:2]1.[N:27]1[CH:32]=[CH:31][CH:30]=[CH:29][C:28]=1[NH2:33].C(N(CC)C(C)C)(C)C.F[P-](F)(F)(F)(F)F.N1(O[P+](N(C)C)(N(C)C)N(C)C)C2C=CC=CC=2N=N1. (4) Given the product [O:49]([CH:15]1[CH2:14][CH2:13][C:12]([OH:58])([CH3:57])[CH:11]([OH:10])[CH:23]=[CH:22][CH:21]([CH3:24])[CH:20](/[C:25](/[CH3:48])=[CH:26]/[CH:27]=[CH:28]/[CH:29]([CH3:47])[CH2:30][CH:31]2[O:46][CH:32]2[CH:33]([CH3:45])[CH:34]([O:37][Si:38]([C:41]([CH3:44])([CH3:43])[CH3:42])([CH3:40])[CH3:39])[CH2:35][CH3:36])[O:19][C:17](=[O:18])[CH2:16]1)[Si:50]([C:53]([CH3:56])([CH3:55])[CH3:54])([CH3:52])[CH3:51], predict the reactants needed to synthesize it. The reactants are: C(=O)([O-])[O-].[K+].[K+].C([O:10][CH:11]1[C:12]([OH:58])([CH3:57])[CH2:13][CH2:14][CH:15]([O:49][Si:50]([C:53]([CH3:56])([CH3:55])[CH3:54])([CH3:52])[CH3:51])[CH2:16][C:17]([O:19][CH:20](/[C:25](/[CH3:48])=[CH:26]/[CH:27]=[CH:28]/[CH:29]([CH3:47])[CH2:30][CH:31]2[O:46][CH:32]2[CH:33]([CH3:45])[CH:34]([O:37][Si:38]([C:41]([CH3:44])([CH3:43])[CH3:42])([CH3:40])[CH3:39])[CH2:35][CH3:36])[CH:21]([CH3:24])[CH:22]=[CH:23]1)=[O:18])(=O)C.C(O)(=O)C. (5) Given the product [CH:42]([C:32]1[N:28]([CH2:27][C:26]2[CH:25]=[CH:24][C:23]([O:22][CH3:21])=[CH:39][CH:38]=2)[N:29]=[CH:30][C:31]=1[C:33]([O:35][CH2:36][CH3:37])=[O:34])=[O:43], predict the reactants needed to synthesize it. The reactants are: C([Li])CCC.C(NC(C)C)(C)C.[Li+].CC([N-]C(C)C)C.[CH3:21][O:22][C:23]1[CH:39]=[CH:38][C:26]([CH2:27][N:28]2[CH:32]=[C:31]([C:33]([O:35][CH2:36][CH3:37])=[O:34])[CH:30]=[N:29]2)=[CH:25][CH:24]=1.CN(C)[CH:42]=[O:43]. (6) Given the product [OH:14][CH:8]1[CH2:9][C:10](=[O:11])[C:6]([CH2:5][CH2:4][CH2:3][CH2:2][CH3:1])=[C:7]1[CH3:12], predict the reactants needed to synthesize it. The reactants are: [CH3:1][CH2:2][CH2:3][CH2:4][CH2:5][C:6]1[C:10](=[O:11])[CH2:9][CH2:8][C:7]=1[CH3:12].P([O-])([O-])([O-])=[O:14].[K+].[K+].[K+]. (7) Given the product [N+:13]([CH:16]=[CH:11][C:2]1[CH:3]=[CH:4][C:5]2[C:10](=[CH:9][CH:8]=[CH:7][CH:6]=2)[CH:1]=1)([O-:15])=[O:14], predict the reactants needed to synthesize it. The reactants are: [CH:1]1[C:10]2[C:5](=[CH:6][CH:7]=[CH:8][CH:9]=2)[CH:4]=[CH:3][C:2]=1[CH:11]=O.[N+:13]([CH3:16])([O-:15])=[O:14].[OH-].[Na+]. (8) The reactants are: [CH3:1][O:2][C:3](=[O:28])[CH2:4][C:5]1[CH:14]=[C:13]([CH:15]([OH:26])[C:16]2[CH:21]=[CH:20][C:19]([S:22]([CH3:25])(=[O:24])=[O:23])=[CH:18][CH:17]=2)[C:12]2[C:7](=[CH:8][CH:9]=[C:10]([F:27])[CH:11]=2)[CH:6]=1.[CH3:29]O. Given the product [CH3:1][O:2][C:3](=[O:28])[CH2:4][C:5]1[CH:14]=[C:13]([CH:15]([C:16]2[CH:17]=[CH:18][C:19]([S:22]([CH3:25])(=[O:24])=[O:23])=[CH:20][CH:21]=2)[O:26][CH3:29])[C:12]2[C:7](=[CH:8][CH:9]=[C:10]([F:27])[CH:11]=2)[CH:6]=1, predict the reactants needed to synthesize it. (9) Given the product [C:21]([O:25][C:26]([N:28]1[CH2:33][CH2:32][C:31]([OH:34])([C:7]2[CH:12]=[CH:11][CH:10]=[CH:9][C:8]=2[S:13][C:14]2[CH:19]=[CH:18][C:17]([Cl:20])=[CH:16][CH:15]=2)[CH2:30][CH2:29]1)=[O:27])([CH3:24])([CH3:22])[CH3:23], predict the reactants needed to synthesize it. The reactants are: [Li]CCCC.Br[C:7]1[CH:12]=[CH:11][CH:10]=[CH:9][C:8]=1[S:13][C:14]1[CH:19]=[CH:18][C:17]([Cl:20])=[CH:16][CH:15]=1.[C:21]([O:25][C:26]([N:28]1[CH2:33][CH2:32][C:31](=[O:34])[CH2:30][CH2:29]1)=[O:27])([CH3:24])([CH3:23])[CH3:22].[NH4+].[Cl-]. (10) Given the product [C:1]([O:5][C:6]([NH:8][C@H:9](/[CH:29]=[N:32]/[OH:33])[CH2:10][C:11]1[CH:28]=[CH:27][C:14]([O:15][CH2:16][C:17]2[CH:26]=[CH:25][C:20]([C:21]([O:23][CH3:24])=[O:22])=[CH:19][CH:18]=2)=[CH:13][CH:12]=1)=[O:7])([CH3:4])([CH3:3])[CH3:2], predict the reactants needed to synthesize it. The reactants are: [C:1]([O:5][C:6]([NH:8][C@H:9]([CH:29]=O)[CH2:10][C:11]1[CH:28]=[CH:27][C:14]([O:15][CH2:16][C:17]2[CH:26]=[CH:25][C:20]([C:21]([O:23][CH3:24])=[O:22])=[CH:19][CH:18]=2)=[CH:13][CH:12]=1)=[O:7])([CH3:4])([CH3:3])[CH3:2].Cl.[NH2:32][OH:33].C(=O)([O-])[O-].[Na+].[Na+].